Dataset: Catalyst prediction with 721,799 reactions and 888 catalyst types from USPTO. Task: Predict which catalyst facilitates the given reaction. (1) Reactant: Cl.Cl.[NH2:3][CH2:4][CH:5]([C:19]1[CH:24]=[CH:23][CH:22]=[CH:21][CH:20]=1)[CH2:6][NH:7][C:8]1[NH:9][C:10]2[C:15]([C:16](=[O:18])[CH:17]=1)=[CH:14][CH:13]=[CH:12][CH:11]=2.C[O-].[Na+].[CH2:28]([N:35]1[C:43]2[C:38](=[CH:39][CH:40]=[CH:41][CH:42]=2)[C:37]([CH:44]=O)=[CH:36]1)[C:29]1[CH:34]=[CH:33][CH:32]=[CH:31][CH:30]=1.C([BH3-])#N.[Na+]. Product: [CH2:28]([N:35]1[C:43]2[C:38](=[CH:39][CH:40]=[CH:41][CH:42]=2)[C:37]([CH2:44][NH:3][CH2:4][CH:5]([C:19]2[CH:24]=[CH:23][CH:22]=[CH:21][CH:20]=2)[CH2:6][NH:7][C:8]2[NH:9][C:10]3[C:15]([C:16](=[O:18])[CH:17]=2)=[CH:14][CH:13]=[CH:12][CH:11]=3)=[CH:36]1)[C:29]1[CH:30]=[CH:31][CH:32]=[CH:33][CH:34]=1. The catalyst class is: 130. (2) Reactant: [SH-:1].[C+4:2].[SH-:3].[SH-].[SH-].[N+:6]([C:9]1[CH:18]=[CH:17][CH:16]=[CH:15][C:10]=1[C:11]([NH:13][NH2:14])=O)([O-:8])=[O:7].[OH-].[K+]. Product: [N+:6]([C:9]1[CH:18]=[CH:17][CH:16]=[CH:15][C:10]=1[C:11]1[S:1][C:2]([SH:3])=[N:14][N:13]=1)([O-:8])=[O:7]. The catalyst class is: 5. (3) Reactant: Br[C:2]1[CH:3]=[C:4]([CH3:10])[C:5]([C:8]#[N:9])=[N:6][CH:7]=1.[B:11]1([B:11]2[O:15][C:14]([CH3:17])([CH3:16])[C:13]([CH3:19])([CH3:18])[O:12]2)[O:15][C:14]([CH3:17])([CH3:16])[C:13]([CH3:19])([CH3:18])[O:12]1.C([O-])(=O)C.[K+]. Product: [CH3:10][C:4]1[C:5]([C:8]#[N:9])=[N:6][CH:7]=[C:2]([B:11]2[O:15][C:14]([CH3:17])([CH3:16])[C:13]([CH3:19])([CH3:18])[O:12]2)[CH:3]=1. The catalyst class is: 12. (4) The catalyst class is: 79. Reactant: [C:1]([OH:8])(=O)[CH2:2][CH2:3][CH2:4][C:5]#[CH:6].CCN=C=NCCCN(C)C.Cl.[NH:21]1[CH2:26][CH2:25][O:24][CH2:23][CH2:22]1. Product: [O:24]1[CH2:25][CH2:26][N:21]([C:1](=[O:8])[CH2:2][CH2:3][CH2:4][C:5]#[CH:6])[CH2:22][CH2:23]1. (5) Reactant: [NH2:1][C:2]1[C:3]([F:10])=[C:4]([OH:9])[CH:5]=[CH:6][C:7]=1[F:8].C([O-])([O-])=O.[Na+].[Na+].Br[CH2:18][C:19]([O:21][CH:22]([CH3:24])[CH3:23])=[O:20]. Product: [NH2:1][C:2]1[C:3]([F:10])=[C:4]([CH:5]=[CH:6][C:7]=1[F:8])[O:9][CH2:18][C:19]([O:21][CH:22]([CH3:24])[CH3:23])=[O:20]. The catalyst class is: 18. (6) Reactant: [Br:1][C:2]1[CH:7]=[CH:6][C:5]([O:8][CH2:9][CH2:10][CH2:11]Br)=[CH:4][CH:3]=1.[CH3:13][N:14]1[CH2:19][CH2:18][NH:17][CH2:16][CH2:15]1.C([O-])([O-])=O.[Cs+].[Cs+].C(OCC)(=O)C. Product: [Br:1][C:2]1[CH:7]=[CH:6][C:5]([O:8][CH2:9][CH2:10][CH2:11][N:17]2[CH2:18][CH2:19][N:14]([CH3:13])[CH2:15][CH2:16]2)=[CH:4][CH:3]=1. The catalyst class is: 23. (7) Reactant: Br/[CH:2]=[CH:3]/[C:4]1[S:5][C:6]2[CH:12]=[C:11]([O:13][Si:14]([C:17]([CH3:20])([CH3:19])[CH3:18])([CH3:16])[CH3:15])[CH:10]=[CH:9][C:7]=2[N:8]=1.[NH2:21][C:22]1[CH:27]=[CH:26][C:25]([C:28]#[CH:29])=[CH:24][N:23]=1.C1COCC1.C(N(CC)CC)C. Product: [Si:14]([O:13][C:11]1[CH:10]=[CH:9][C:7]2[N:8]=[C:4](/[CH:3]=[CH:2]/[C:29]#[C:28][C:25]3[CH:26]=[CH:27][C:22]([NH2:21])=[N:23][CH:24]=3)[S:5][C:6]=2[CH:12]=1)([C:17]([CH3:20])([CH3:19])[CH3:18])([CH3:16])[CH3:15]. The catalyst class is: 13.